From a dataset of Forward reaction prediction with 1.9M reactions from USPTO patents (1976-2016). Predict the product of the given reaction. (1) Given the reactants [N:1]1[CH:6]=[CH:5][C:4]([C:7]2[CH:12]=[C:11]([C:13]3[CH:18]=[CH:17][N:16]=[C:15]([C:19]([F:22])([F:21])[F:20])[CH:14]=3)[CH:10]=[CH:9][C:8]=2[OH:23])=[CH:3][N:2]=1.C(=O)([O-])[O-].[K+].[K+].[Cl:30][C:31]1[C:32](F)=[CH:33][C:34]([F:57])=[C:35]([S:37]([N:40]([CH2:46][C:47]2[CH:52]=[CH:51][C:50]([O:53][CH3:54])=[CH:49][C:48]=2[O:55][CH3:56])[C:41]2[S:42][CH:43]=[N:44][N:45]=2)(=[O:39])=[O:38])[CH:36]=1, predict the reaction product. The product is: [Cl:30][C:31]1[C:32]([O:23][C:8]2[CH:9]=[CH:10][C:11]([C:13]3[CH:18]=[CH:17][N:16]=[C:15]([C:19]([F:20])([F:21])[F:22])[CH:14]=3)=[CH:12][C:7]=2[C:4]2[CH:5]=[CH:6][N:1]=[N:2][CH:3]=2)=[CH:33][C:34]([F:57])=[C:35]([S:37]([N:40]([CH2:46][C:47]2[CH:52]=[CH:51][C:50]([O:53][CH3:54])=[CH:49][C:48]=2[O:55][CH3:56])[C:41]2[S:42][CH:43]=[N:44][N:45]=2)(=[O:38])=[O:39])[CH:36]=1. (2) Given the reactants [BH4-].[Na+].[CH3:3][C:4]1[N:9]=[C:8]([C:10]2[CH:11]=[C:12]([CH:15]=[CH:16][CH:17]=2)[C:13]#[N:14])[C:7]([C:18]2[O:19][C:20]([C:23]3[CH:28]=[CH:27][CH:26]=[CH:25][CH:24]=3)=[N:21][N:22]=2)=[CH:6][N:5]=1, predict the reaction product. The product is: [CH3:3][C:4]1[N:9]=[C:8]([C:10]2[CH:11]=[C:12]([CH2:13][NH2:14])[CH:15]=[CH:16][CH:17]=2)[C:7]([C:18]2[O:19][C:20]([C:23]3[CH:28]=[CH:27][CH:26]=[CH:25][CH:24]=3)=[N:21][N:22]=2)=[CH:6][N:5]=1. (3) Given the reactants Cl.Cl.[F:3][C:4]([F:17])([F:16])[CH2:5][O:6][C:7]1[CH:8]=[CH:9][C:10]([C@H:13]([NH2:15])[CH3:14])=[N:11][CH:12]=1.[Br:18][C:19]1[CH:29]=[CH:28][C:22]([O:23][CH2:24][C:25](O)=[O:26])=[CH:21][CH:20]=1.C(N(CC)CC)C.C(Cl)CCl.C1C=CC2N(O)N=NC=2C=1.Cl.N, predict the reaction product. The product is: [Br:18][C:19]1[CH:29]=[CH:28][C:22]([O:23][CH2:24][C:25]([NH:15][C@@H:13]([C:10]2[CH:9]=[CH:8][C:7]([O:6][CH2:5][C:4]([F:3])([F:16])[F:17])=[CH:12][N:11]=2)[CH3:14])=[O:26])=[CH:21][CH:20]=1. (4) Given the reactants C(OC(=O)[N:7]([CH2:34][C:35]1[CH:44]=[CH:43][C:38]2[O:39][CH2:40][CH2:41][O:42][C:37]=2[CH:36]=1)[CH:8]1[CH2:13][CH2:12][N:11]([CH2:14][CH2:15][N:16]2[C:25]3[C:20](=[C:21]([C:28](=[N:31][OH:32])[CH2:29][CH3:30])[CH:22]=[C:23]([O:26][CH3:27])[CH:24]=3)[CH:19]=[CH:18][C:17]2=[O:33])[CH2:10][CH2:9]1)(C)(C)C.[ClH:46].C(OCC)(=O)C, predict the reaction product. The product is: [ClH:46].[O:39]1[C:38]2[CH:43]=[CH:44][C:35]([CH2:34][NH:7][CH:8]3[CH2:9][CH2:10][N:11]([CH2:14][CH2:15][N:16]4[C:25]5[C:20](=[C:21]([C:28](=[N:31][OH:32])[CH2:29][CH3:30])[CH:22]=[C:23]([O:26][CH3:27])[CH:24]=5)[CH:19]=[CH:18][C:17]4=[O:33])[CH2:12][CH2:13]3)=[CH:36][C:37]=2[O:42][CH2:41][CH2:40]1. (5) Given the reactants [CH3:1][C:2]1([CH2:7][CH2:8][CH2:9][CH2:10][N:11]2[CH:15]=[CH:14][C:13]([NH2:16])=[N:12]2)[O:6]CCO1.[Cl:17][C:18]1[CH:23]=[C:22]([F:24])[CH:21]=[CH:20][C:19]=1/[CH:25]=[CH:26]/[C:27](O)=[O:28], predict the reaction product. The product is: [Cl:17][C:18]1[CH:23]=[C:22]([F:24])[CH:21]=[CH:20][C:19]=1/[CH:25]=[CH:26]/[C:27]([NH:16][C:13]1[CH:14]=[CH:15][N:11]([CH2:10][CH2:9][CH2:8][CH2:7][C:2](=[O:6])[CH3:1])[N:12]=1)=[O:28].